This data is from Choline transporter screen with 302,306 compounds. The task is: Binary Classification. Given a drug SMILES string, predict its activity (active/inactive) in a high-throughput screening assay against a specified biological target. (1) The drug is N1(N=C2C(CCc3c2cccc3)C1)c1ccccc1. The result is 0 (inactive). (2) The molecule is O(C(=O)C1(CCCN(C1)CCO)Cc1ccccc1)CC. The result is 0 (inactive). (3) The molecule is Clc1c(NC(=O)CS(=O)c2ccc(F)cc2)cccc1. The result is 0 (inactive). (4) The compound is Clc1ccc(NC(=O)C2CN(S(=O)(=O)c3c(onc3C)C)CCC2)nc1. The result is 0 (inactive). (5) The compound is Clc1c(CSc2n(c3c(n2)cccc3)C)ccc(c1)C#N. The result is 1 (active).